From a dataset of Forward reaction prediction with 1.9M reactions from USPTO patents (1976-2016). Predict the product of the given reaction. (1) Given the reactants [F:1][C:2]1[CH:7]=[CH:6][C:5]([C@H:8]2[CH2:13][CH2:12][CH2:11][C@@H:10](C=C)[N:9]2[C:16](=[O:22])[C:17]([O:19][CH2:20]C)=[O:18])=[CH:4][CH:3]=1, predict the reaction product. The product is: [F:1][C:2]1[CH:3]=[CH:4][C:5]([C@@H:8]2[N:9]3[C@H:10]([CH2:20][O:19][CH:17]([OH:18])[C:16]3=[O:22])[CH2:11][CH2:12][CH2:13]2)=[CH:6][CH:7]=1. (2) Given the reactants [O:1]=[C:2]1[CH2:7][CH2:6][NH:5][CH2:4][CH:3]1[C:8]([O:10][CH2:11][CH3:12])=[O:9].[Cl:13][C:14]1[CH:19]=[CH:18][CH:17]=[C:16]([N:20]=[C:21]=[O:22])[CH:15]=1.O, predict the reaction product. The product is: [Cl:13][C:14]1[CH:15]=[C:16]([NH:20][C:21]([N:5]2[CH2:6][CH2:7][C:2](=[O:1])[CH:3]([C:8]([O:10][CH2:11][CH3:12])=[O:9])[CH2:4]2)=[O:22])[CH:17]=[CH:18][CH:19]=1. (3) Given the reactants [C:1]([C:3]1[CH:15]=[C:14]2[C:6]([C:7]3[C:8](=[O:30])[C:9]4[CH:21]=[CH:20][C:19](OS(C(F)(F)F)(=O)=O)=[CH:18][C:10]=4[C:11]([CH3:17])([CH3:16])[C:12]=3[NH:13]2)=[CH:5][CH:4]=1)#[N:2].[CH:31]([N:34]1[CH2:39][CH2:38][NH:37][CH2:36][CH2:35]1)([CH3:33])[CH3:32], predict the reaction product. The product is: [CH:31]([N:34]1[CH2:39][CH2:38][N:37]([C:19]2[CH:20]=[CH:21][C:9]3[C:8](=[O:30])[C:7]4[C:6]5[C:14](=[CH:15][C:3]([C:1]#[N:2])=[CH:4][CH:5]=5)[NH:13][C:12]=4[C:11]([CH3:16])([CH3:17])[C:10]=3[CH:18]=2)[CH2:36][CH2:35]1)([CH3:33])[CH3:32]. (4) Given the reactants [Br:1][C:2]1[CH:7]=[CH:6][N:5]([CH:8]2[CH2:13][CH2:12][N:11]([C:14]([O:16]C(C)(C)C)=O)[CH2:10][CH2:9]2)[C:4](=[O:21])[CH:3]=1.[CH3:22][CH2:23]N(CC)CC.C(Cl)(=O)C=C, predict the reaction product. The product is: [C:14]([N:11]1[CH2:10][CH2:9][CH:8]([N:5]2[CH:6]=[CH:7][C:2]([Br:1])=[CH:3][C:4]2=[O:21])[CH2:13][CH2:12]1)(=[O:16])[CH:22]=[CH2:23]. (5) Given the reactants [CH2:1]([O:8][C:9]1[CH:14]=[C:13]([Br:15])[CH:12]=[C:11]([N+:16]([O-])=O)[C:10]=1[N:19](C(=O)CC)[C:20](=[O:23])[CH2:21][CH3:22])[C:2]1[CH:7]=[CH:6][CH:5]=[CH:4][CH:3]=1.C.O.NN, predict the reaction product. The product is: [NH2:16][C:11]1[CH:12]=[C:13]([Br:15])[CH:14]=[C:9]([O:8][CH2:1][C:2]2[CH:7]=[CH:6][CH:5]=[CH:4][CH:3]=2)[C:10]=1[NH:19][C:20](=[O:23])[CH2:21][CH3:22].